Dataset: Reaction yield outcomes from USPTO patents with 853,638 reactions. Task: Predict the reaction yield, written as a fraction of the theoretical maximum amount of product (1.0 means a 100% yield; for example, 0.34 means a 34% yield). (1) The reactants are [F:1][C:2]1[CH:7]=[CH:6][C:5]([C:8]2[C:9]3[N:10]([C:22]([CH:25]=[O:26])=[CH:23][CH:24]=3)[N:11]=[C:12]([CH:19]([CH3:21])[CH3:20])[C:13]=2[C:14]([O:16][CH2:17][CH3:18])=[O:15])=[CH:4][CH:3]=1.[BH4-].[Na+]. The catalyst is C(O)C. The product is [F:1][C:2]1[CH:7]=[CH:6][C:5]([C:8]2[C:9]3[N:10]([C:22]([CH2:25][OH:26])=[CH:23][CH:24]=3)[N:11]=[C:12]([CH:19]([CH3:21])[CH3:20])[C:13]=2[C:14]([O:16][CH2:17][CH3:18])=[O:15])=[CH:4][CH:3]=1. The yield is 0.891. (2) The reactants are [F:1][C:2]([F:24])([F:23])[C:3]1[CH:22]=[CH:21][C:6]([CH2:7][N:8]2[CH2:17][CH2:16][C:15]3[C:10](=[CH:11][CH:12]=[C:13]([C:18]([O-:20])=O)[CH:14]=3)[CH2:9]2)=[CH:5][CH:4]=1.[K+].C(Cl)CCl.Cl.Cl.[CH:32]1([N:36]2[CH2:41][CH2:40][NH:39][CH2:38][CH2:37]2)[CH2:35][CH2:34][CH2:33]1. The catalyst is CN(C=O)C. The product is [CH:32]1([N:36]2[CH2:41][CH2:40][N:39]([C:18]([C:13]3[CH:14]=[C:15]4[C:10](=[CH:11][CH:12]=3)[CH2:9][N:8]([CH2:7][C:6]3[CH:21]=[CH:22][C:3]([C:2]([F:1])([F:23])[F:24])=[CH:4][CH:5]=3)[CH2:17][CH2:16]4)=[O:20])[CH2:38][CH2:37]2)[CH2:35][CH2:34][CH2:33]1. The yield is 0.520.